This data is from Reaction yield outcomes from USPTO patents with 853,638 reactions. The task is: Predict the reaction yield, written as a fraction of the theoretical maximum amount of product (1.0 means a 100% yield; for example, 0.34 means a 34% yield). (1) The reactants are [CH3:1][C:2]1([CH3:41])[CH2:13][C:12]2[CH:11]=[C:10]3[N:5]([CH2:6][CH2:7][N:8]([C:15]4[C:20]([CH:21]=[O:22])=[C:19]([C:23]5[N:24]=[C:25]([NH:31][C:32]6[CH:37]=[CH:36][N:35]7[CH:38]=[CH:39][N:40]=[C:34]7[CH:33]=6)[C:26](=[O:30])[N:27]([CH3:29])[CH:28]=5)[CH:18]=[CH:17][N:16]=4)[C:9]3=[O:14])[C:4]=2[CH2:3]1.[BH4-].[Na+]. The catalyst is CO. The product is [OH:22][CH2:21][C:20]1[C:15]([N:8]2[CH2:7][CH2:6][N:5]3[C:4]4[CH2:3][C:2]([CH3:1])([CH3:41])[CH2:13][C:12]=4[CH:11]=[C:10]3[C:9]2=[O:14])=[N:16][CH:17]=[CH:18][C:19]=1[C:23]1[N:24]=[C:25]([NH:31][C:32]2[CH:37]=[CH:36][N:35]3[CH:38]=[CH:39][N:40]=[C:34]3[CH:33]=2)[C:26](=[O:30])[N:27]([CH3:29])[CH:28]=1. The yield is 0.610. (2) The reactants are [Cl:1][C:2]1[N:3]=[C:4]([C:9]([OH:11])=O)[NH:5][C:6]=1[CH2:7][CH3:8].S(Cl)(Cl)=O.[NH2:16][C:17]1[CH:22]=[CH:21][C:20]([C:23]2[O:24][CH:25]=[C:26]([C:28]([O:30][CH3:31])=[O:29])[N:27]=2)=[CH:19][C:18]=1[O:32][CH3:33]. The catalyst is N1C=CC=CC=1. The product is [Cl:1][C:2]1[N:3]=[C:4]([C:9]([NH:16][C:17]2[CH:22]=[CH:21][C:20]([C:23]3[O:24][CH:25]=[C:26]([C:28]([O:30][CH3:31])=[O:29])[N:27]=3)=[CH:19][C:18]=2[O:32][CH3:33])=[O:11])[NH:5][C:6]=1[CH2:7][CH3:8]. The yield is 0.860. (3) The reactants are I[CH3:2].[Cl:3][C:4]1[C:13]2[C:8](=[CH:9][C:10]([CH2:15][NH:16][C:17]3[CH:24]=[CH:23][C:20]([C:21]#[N:22])=[CH:19][CH:18]=3)=[C:11]([CH3:14])[CH:12]=2)[N:7]=[C:6]([CH3:25])[CH:5]=1. The catalyst is CN(C)C=O. The product is [Cl:3][C:4]1[C:13]2[C:8](=[CH:9][C:10]([CH2:15][N:16]([CH3:2])[C:17]3[CH:24]=[CH:23][C:20]([C:21]#[N:22])=[CH:19][CH:18]=3)=[C:11]([CH3:14])[CH:12]=2)[N:7]=[C:6]([CH3:25])[CH:5]=1. The yield is 0.860. (4) The reactants are O[CH2:2][C@H:3]1[C:11]2[C:10]([N:12]3[CH2:17][CH2:16][N:15]([C:18]([O:20][C:21]([CH3:24])([CH3:23])[CH3:22])=[O:19])[CH2:14][CH2:13]3)=[N:9][CH:8]=[N:7][C:6]=2[CH2:5][CH2:4]1.[F:25]C(F)(S(F)(=O)=O)C(F)(F)C(F)(F)C(F)(F)F.F.F.F.C(N(CC)CC)C.C(N(CC)CC)C. The catalyst is O1CCCC1. The product is [C:21]([O:20][C:18]([N:15]1[CH2:16][CH2:17][N:12]([C:10]2[C:11]3[C@H:3]([CH2:2][F:25])[CH2:4][CH2:5][C:6]=3[N:7]=[CH:8][N:9]=2)[CH2:13][CH2:14]1)=[O:19])([CH3:23])([CH3:22])[CH3:24]. The yield is 0.830. (5) The reactants are [Cl:1][C:2]1[CH:9]=[CH:8][CH:7]=[CH:6][C:3]=1[CH2:4]Br.[H-].[Na+].[F:12][C:13]([F:22])([F:21])[CH2:14][CH2:15][CH:16]([C:19]#[N:20])[C:17]#[N:18]. The catalyst is CN(C)C=O. The product is [Cl:1][C:2]1[CH:9]=[CH:8][CH:7]=[CH:6][C:3]=1[CH2:4][C:16]([CH2:15][CH2:14][C:13]([F:12])([F:21])[F:22])([C:17]#[N:18])[C:19]#[N:20]. The yield is 0.780. (6) The reactants are C([O:8][C:9]1[C:14](=[O:15])[N:13]=[C:12]([CH2:16][C:17]2([C:22]3[CH:27]=[CH:26][C:25]([Cl:28])=[CH:24][CH:23]=3)[CH2:21][CH2:20][CH2:19][CH2:18]2)[N:11]2[CH2:29][CH2:30][N:31]([CH2:34][CH:35]3[CH2:37][CH2:36]3)[C:32](=[O:33])[C:10]=12)C1C=CC=CC=1.OS(O)(=O)=O.CO.CCCCCC. The catalyst is C(O)(=O)C.ClCCl. The product is [Cl:28][C:25]1[CH:26]=[CH:27][C:22]([C:17]2([CH2:16][C:12]3[N:11]4[CH2:29][CH2:30][N:31]([CH2:34][CH:35]5[CH2:36][CH2:37]5)[C:32](=[O:33])[C:10]4=[C:9]([OH:8])[C:14](=[O:15])[N:13]=3)[CH2:21][CH2:20][CH2:19][CH2:18]2)=[CH:23][CH:24]=1. The yield is 0.520. (7) The reactants are [Cl:1][CH2:2][CH2:3][CH2:4][C:5]([C:7]1[CH:12]=[CH:11][C:10]([C:13]([CH3:18])([CH3:17])[C:14]([OH:16])=[O:15])=[CH:9][CH:8]=1)=[O:6].[C:19](=O)([O-])[O-].[K+].[K+].S(OC)(OC)(=O)=O. The catalyst is C(#N)C. The product is [Cl:1][CH2:2][CH2:3][CH2:4][C:5]([C:7]1[CH:12]=[CH:11][C:10]([C:13]([CH3:18])([CH3:17])[C:14]([O:16][CH3:19])=[O:15])=[CH:9][CH:8]=1)=[O:6]. The yield is 0.890. (8) The reactants are [NH:1]([CH2:3][C:4]([OH:6])=[O:5])[CH3:2].[OH-].[K+].Cl[CH:10]([C:17]1[CH:22]=[CH:21][CH:20]=[CH:19][CH:18]=1)[C:11]1[CH:16]=[CH:15][CH:14]=[CH:13][CH:12]=1.O. The catalyst is C(O)(C)C. The product is [C:11]1([CH:10]([C:17]2[CH:22]=[CH:21][CH:20]=[CH:19][CH:18]=2)[N:1]([CH2:3][C:4]([OH:6])=[O:5])[CH3:2])[CH:16]=[CH:15][CH:14]=[CH:13][CH:12]=1. The yield is 0.180. (9) The reactants are [CH2:1]1[O:5][C:4]2[CH:6]=[C:7](/[CH:10]=[CH:11]/[CH:12]=[CH:13]/[C:14]([OH:16])=O)[CH:8]=[CH:9][C:3]=2[O:2]1.C(N(CC)CC)C.CS(Cl)(=O)=O.[CH2:29]([NH2:33])[CH:30]([CH3:32])[CH3:31]. The catalyst is ClCCl.CO. The product is [CH3:31][CH:30]([CH2:29][NH:33][C:14](/[CH:13]=[CH:12]/[CH:11]=[CH:10]/[C:7]1[CH:8]=[CH:9][C:3]2[O:2][CH2:1][O:5][C:4]=2[CH:6]=1)=[O:16])[CH3:32]. The yield is 0.320.